This data is from NCI-60 drug combinations with 297,098 pairs across 59 cell lines. The task is: Regression. Given two drug SMILES strings and cell line genomic features, predict the synergy score measuring deviation from expected non-interaction effect. (1) Drug 1: C1=CC(=CC=C1CCC2=CNC3=C2C(=O)NC(=N3)N)C(=O)NC(CCC(=O)O)C(=O)O. Drug 2: COCCOC1=C(C=C2C(=C1)C(=NC=N2)NC3=CC=CC(=C3)C#C)OCCOC.Cl. Cell line: KM12. Synergy scores: CSS=17.5, Synergy_ZIP=3.54, Synergy_Bliss=1.05, Synergy_Loewe=-5.62, Synergy_HSA=-1.04. (2) Drug 1: C1=CC(=C2C(=C1NCCNCCO)C(=O)C3=C(C=CC(=C3C2=O)O)O)NCCNCCO. Drug 2: C1=C(C(=O)NC(=O)N1)N(CCCl)CCCl. Cell line: COLO 205. Synergy scores: CSS=72.4, Synergy_ZIP=8.39, Synergy_Bliss=5.96, Synergy_Loewe=11.1, Synergy_HSA=13.2. (3) Drug 1: C1=NC2=C(N=C(N=C2N1C3C(C(C(O3)CO)O)F)Cl)N. Drug 2: C1=CC=C(C=C1)NC(=O)CCCCCCC(=O)NO. Cell line: CAKI-1. Synergy scores: CSS=64.3, Synergy_ZIP=0.723, Synergy_Bliss=-2.38, Synergy_Loewe=-9.84, Synergy_HSA=-2.15. (4) Drug 1: COC1=C(C=C2C(=C1)N=CN=C2NC3=CC(=C(C=C3)F)Cl)OCCCN4CCOCC4. Drug 2: CC1=C(C(=O)C2=C(C1=O)N3CC4C(C3(C2COC(=O)N)OC)N4)N. Cell line: HL-60(TB). Synergy scores: CSS=71.2, Synergy_ZIP=-2.62, Synergy_Bliss=0.324, Synergy_Loewe=0.0910, Synergy_HSA=2.53. (5) Drug 1: CS(=O)(=O)C1=CC(=C(C=C1)C(=O)NC2=CC(=C(C=C2)Cl)C3=CC=CC=N3)Cl. Drug 2: CC1CCCC2(C(O2)CC(NC(=O)CC(C(C(=O)C(C1O)C)(C)C)O)C(=CC3=CSC(=N3)C)C)C. Cell line: MDA-MB-435. Synergy scores: CSS=4.40, Synergy_ZIP=7.14, Synergy_Bliss=11.1, Synergy_Loewe=-8.35, Synergy_HSA=3.36.